Dataset: TCR-epitope binding with 47,182 pairs between 192 epitopes and 23,139 TCRs. Task: Binary Classification. Given a T-cell receptor sequence (or CDR3 region) and an epitope sequence, predict whether binding occurs between them. (1) The epitope is GTSGSPIVNR. The TCR CDR3 sequence is CASSPLSYNEQFF. Result: 1 (the TCR binds to the epitope). (2) The epitope is KLGGALQAK. The TCR CDR3 sequence is CASSPSGTEETQYF. Result: 1 (the TCR binds to the epitope). (3) The epitope is KLPDDFTGCV. The TCR CDR3 sequence is CSVEGVSAHEQYF. Result: 1 (the TCR binds to the epitope).